Regression. Given a peptide amino acid sequence and an MHC pseudo amino acid sequence, predict their binding affinity value. This is MHC class I binding data. From a dataset of Peptide-MHC class I binding affinity with 185,985 pairs from IEDB/IMGT. The peptide sequence is RELVRKTRF. The MHC is HLA-B15:01 with pseudo-sequence HLA-B15:01. The binding affinity (normalized) is 0.320.